From a dataset of Full USPTO retrosynthesis dataset with 1.9M reactions from patents (1976-2016). Predict the reactants needed to synthesize the given product. (1) Given the product [CH3:10][N:9]1[C:5]2[CH:4]=[C:3]([NH:14][C:15](=[O:20])[C:16]([F:19])([F:18])[F:17])[C:2]([O:34][C:35]3[CH:36]=[C:37]([CH:46]=[CH:47][CH:48]=3)[O:38][CH2:39][CH2:40][CH2:41][CH2:42][C:21]([O:24][CH3:27])=[O:22])=[CH:13][C:6]=2[N:7]([CH3:12])[C:8]1=[O:11], predict the reactants needed to synthesize it. The reactants are: Br[C:2]1[C:3]([NH:14][C:15](=[O:20])[C:16]([F:19])([F:18])[F:17])=[CH:4][C:5]2[N:9]([CH3:10])[C:8](=[O:11])[N:7]([CH3:12])[C:6]=2[CH:13]=1.[C:21]([O-:24])([O-])=[O:22].[Cs+].[Cs+].[CH3:27]N(C)CC(O)=O.[OH:34][C:35]1[CH:36]=[C:37]([CH:46]=[CH:47][CH:48]=1)[O:38][CH2:39][CH2:40][CH2:41][C:42](OC)=O. (2) Given the product [Br:1][C:2]1[CH:33]=[CH:32][C:31]([OH:34])=[CH:30][C:3]=1[C:4]([N:6]1[CH2:11][CH2:10][N:9]([C:12](=[O:29])[CH2:13][NH:14][C:15]([C:17]2[CH:22]=[CH:21][C:20]([C:23]3[CH:28]=[CH:27][CH:26]=[CH:25][CH:24]=3)=[CH:19][CH:18]=2)=[O:16])[CH2:8][CH2:7]1)=[O:5], predict the reactants needed to synthesize it. The reactants are: [Br:1][C:2]1[CH:33]=[CH:32][C:31]([O:34]C)=[CH:30][C:3]=1[C:4]([N:6]1[CH2:11][CH2:10][N:9]([C:12](=[O:29])[CH2:13][NH:14][C:15]([C:17]2[CH:22]=[CH:21][C:20]([C:23]3[CH:28]=[CH:27][CH:26]=[CH:25][CH:24]=3)=[CH:19][CH:18]=2)=[O:16])[CH2:8][CH2:7]1)=[O:5].B(Br)(Br)Br. (3) Given the product [CH2:35]([C:32]1[O:31][C:30]([C:28]([CH:27]([NH:26][C:10](=[O:12])[CH:9]([CH2:13][S:14]([CH2:17][C:18]2[CH:23]=[CH:22][CH:21]=[CH:20][CH:19]=2)(=[O:16])=[O:15])[CH2:8][C:7]([N:1]2[CH2:2][CH2:3][O:4][CH2:5][CH2:6]2)=[O:24])[CH2:37][CH2:38][CH3:39])=[O:29])=[N:34][N:33]=1)[CH3:36], predict the reactants needed to synthesize it. The reactants are: [N:1]1([C:7](=[O:24])[CH2:8][CH:9]([CH2:13][S:14]([CH2:17][C:18]2[CH:23]=[CH:22][CH:21]=[CH:20][CH:19]=2)(=[O:16])=[O:15])[C:10]([OH:12])=O)[CH2:6][CH2:5][O:4][CH2:3][CH2:2]1.Cl.[NH2:26][CH:27]([CH2:37][CH2:38][CH3:39])[CH:28]([C:30]1[O:31][C:32]([CH2:35][CH3:36])=[N:33][N:34]=1)[OH:29].C1C=CC2N(O)N=NC=2C=1.C(Cl)CCl.CN1CCOCC1.CC(OI1(OC(C)=O)(OC(C)=O)OC(=O)C2C=CC=CC1=2)=O.[O-]S([O-])(=S)=O.[Na+].[Na+].C([O-])(O)=O.[Na+]. (4) Given the product [CH3:61][C@H:36]1[CH2:35][NH:34][C@H:39]([CH3:40])[CH2:38][N:37]1[C@H:41]([C:48]1[CH:49]=[CH:50][C:51]([C:52]([N:54]([CH2:57][CH3:58])[CH2:55][CH3:56])=[O:53])=[CH:59][CH:60]=1)[C:42]1[CH:43]=[CH:44][CH:45]=[CH:46][CH:47]=1, predict the reactants needed to synthesize it. The reactants are: C1(P(C2C=CC=CC=2)CCCCP(C2C=CC=CC=2)C2C=CC=CC=2)C=CC=CC=1.C([N:34]1[C@H:39]([CH3:40])[CH2:38][N:37]([C@H:41]([C:48]2[CH:60]=[CH:59][C:51]([C:52]([N:54]([CH2:57][CH3:58])[CH2:55][CH3:56])=[O:53])=[CH:50][CH:49]=2)[C:42]2[CH:47]=[CH:46][CH:45]=[CH:44][CH:43]=2)[C@@H:36]([CH3:61])[CH2:35]1)C=C.C(O)(=O)C1C(=CC=CC=1)S. (5) Given the product [CH3:9][O:8][C:5]1[CH:6]=[CH:7][C:2]([P:14](=[O:27])([C:21]2[CH:22]=[CH:23][CH:24]=[CH:25][CH:26]=2)[C:15]2[CH:20]=[CH:19][CH:18]=[CH:17][CH:16]=2)=[CH:3][CH:4]=1, predict the reactants needed to synthesize it. The reactants are: Br[C:2]1[CH:7]=[CH:6][C:5]([O:8][CH3:9])=[CH:4][CH:3]=1.[Mg].II.Cl[P:14](=[O:27])([C:21]1[CH:26]=[CH:25][CH:24]=[CH:23][CH:22]=1)[C:15]1[CH:20]=[CH:19][CH:18]=[CH:17][CH:16]=1. (6) Given the product [ClH:41].[Br:38][C:27]1[C:28]([NH:30][C:31]2[CH:32]=[CH:33][C:34]([CH3:37])=[CH:35][CH:36]=2)=[N:29][C:24]([NH:23][C:20]2[CH:21]=[C:22]3[C:17](=[CH:18][CH:19]=2)[NH:16][CH:15]=[C:14]3[C:11]2[CH2:12][CH2:13][NH:8][CH2:9][CH:10]=2)=[N:25][CH:26]=1, predict the reactants needed to synthesize it. The reactants are: C(OC([N:8]1[CH2:13][CH:12]=[C:11]([C:14]2[C:22]3[C:17](=[CH:18][CH:19]=[C:20]([NH:23][C:24]4[N:29]=[C:28]([NH:30][C:31]5[CH:36]=[CH:35][C:34]([CH3:37])=[CH:33][CH:32]=5)[C:27]([Br:38])=[CH:26][N:25]=4)[CH:21]=3)[NH:16][CH:15]=2)[CH2:10][CH2:9]1)=O)(C)(C)C.CO.[ClH:41]. (7) Given the product [Cl:1][C:2]1[CH:3]=[C:4]([NH:17][C:18]2[C:19]3[N:26]([CH2:27][C:28]4[CH:29]=[CH:30][C:31]([C:32]([OH:34])=[O:33])=[CH:36][CH:37]=4)[CH:25]=[CH:24][C:20]=3[N:21]=[CH:22][N:23]=2)[CH:5]=[CH:6][C:7]=1[O:8][CH2:9][C:10]1[CH:15]=[CH:14][CH:13]=[C:12]([F:16])[CH:11]=1, predict the reactants needed to synthesize it. The reactants are: [Cl:1][C:2]1[CH:3]=[C:4]([NH:17][C:18]2[C:19]3[N:26]([CH2:27][C:28]4[CH:37]=[CH:36][C:31]([C:32]([O:34]C)=[O:33])=[CH:30][CH:29]=4)[CH:25]=[CH:24][C:20]=3[N:21]=[CH:22][N:23]=2)[CH:5]=[CH:6][C:7]=1[O:8][CH2:9][C:10]1[CH:15]=[CH:14][CH:13]=[C:12]([F:16])[CH:11]=1.Cl.